Dataset: Reaction yield outcomes from USPTO patents with 853,638 reactions. Task: Predict the reaction yield, written as a fraction of the theoretical maximum amount of product (1.0 means a 100% yield; for example, 0.34 means a 34% yield). (1) The reactants are [Si:1]([O:8][C@H:9]([CH3:37])[C@@H:10]([NH:26][C:27]1[CH:32]=[CH:31][C:30]([C:33]#[N:34])=[C:29]([Cl:35])[C:28]=1[CH3:36])[C:11]([NH:13][NH:14][C:15](=[O:25])[C:16]1[CH:21]=[CH:20][C:19]([N+:22]([O-:24])=[O:23])=[CH:18][CH:17]=1)=O)([C:4]([CH3:7])([CH3:6])[CH3:5])([CH3:3])[CH3:2].C1C=CC(P(C2C=CC=CC=2)C2C=CC=CC=2)=CC=1.II.CCN(CC)CC. The catalyst is C(Cl)Cl. The product is [Si:1]([O:8][C@H:9]([CH3:37])[C@@H:10]([NH:26][C:27]1[CH:32]=[CH:31][C:30]([C:33]#[N:34])=[C:29]([Cl:35])[C:28]=1[CH3:36])[C:11]1[O:25][C:15]([C:16]2[CH:17]=[CH:18][C:19]([N+:22]([O-:24])=[O:23])=[CH:20][CH:21]=2)=[N:14][N:13]=1)([C:4]([CH3:7])([CH3:5])[CH3:6])([CH3:3])[CH3:2]. The yield is 0.670. (2) The reactants are C(N(CC)CC)C.[CH2:8]([NH:15][C:16]1[C:21](I)=[C:20]([CH3:23])[N:19]=[C:18]([NH2:24])[N:17]=1)[C:9]1[CH:14]=[CH:13][CH:12]=[CH:11][CH:10]=1.[C:25]([O:29][CH2:30][CH3:31])(=[O:28])[CH:26]=[CH2:27]. The catalyst is CN(C=O)C.C1C=CC([P]([Pd]([P](C2C=CC=CC=2)(C2C=CC=CC=2)C2C=CC=CC=2)([P](C2C=CC=CC=2)(C2C=CC=CC=2)C2C=CC=CC=2)[P](C2C=CC=CC=2)(C2C=CC=CC=2)C2C=CC=CC=2)(C2C=CC=CC=2)C2C=CC=CC=2)=CC=1. The product is [CH2:30]([O:29][C:25](=[O:28])/[CH:26]=[CH:27]/[C:21]1[C:16]([NH:15][CH2:8][C:9]2[CH:14]=[CH:13][CH:12]=[CH:11][CH:10]=2)=[N:17][C:18]([NH2:24])=[N:19][C:20]=1[CH3:23])[CH3:31]. The yield is 0.280. (3) The reactants are C([O:8][CH2:9][CH2:10][O:11][C:12]1[N:17]=[CH:16][C:15]2[NH:18]/[C:19](=[N:32]\[C:33](=[O:41])[C:34]3[CH:39]=[CH:38][CH:37]=[C:36]([F:40])[CH:35]=3)/[N:20]([C@@H:21]3[CH2:26][CH2:25][C@H:24]([C:27]([O:29][CH2:30][CH3:31])=[O:28])[CH2:23][CH2:22]3)[C:14]=2[CH:13]=1)C1C=CC=CC=1.Cl. The catalyst is CCO.[Pd]. The product is [F:40][C:36]1[CH:35]=[C:34]([CH:39]=[CH:38][CH:37]=1)[C:33](/[N:32]=[C:19]1/[N:20]([C@@H:21]2[CH2:22][CH2:23][C@H:24]([C:27]([O:29][CH2:30][CH3:31])=[O:28])[CH2:25][CH2:26]2)[C:14]2[CH:13]=[C:12]([O:11][CH2:10][CH2:9][OH:8])[N:17]=[CH:16][C:15]=2[NH:18]/1)=[O:41]. The yield is 1.00.